From a dataset of Forward reaction prediction with 1.9M reactions from USPTO patents (1976-2016). Predict the product of the given reaction. (1) Given the reactants [F:1][C:2]1[CH:9]=[CH:8][C:5]([CH:6]=[O:7])=[CH:4][CH:3]=1.[CH3:10][C:11]([C:13]1[CH:18]=[CH:17][C:16]([F:19])=[CH:15][CH:14]=1)=O, predict the reaction product. The product is: [F:19][C:16]1[CH:17]=[CH:18][C:13]([CH:11]=[CH:10][C:6]([C:5]2[CH:8]=[CH:9][C:2]([F:1])=[CH:3][CH:4]=2)=[O:7])=[CH:14][CH:15]=1. (2) The product is: [NH2:29][C:6]1[C:7]([NH:9][C:10]2[CH:11]=[C:12]3[C:17](=[CH:18][CH:19]=2)[CH:16]([CH2:20][NH:21][C:22](=[O:28])[O:23][C:24]([CH3:26])([CH3:25])[CH3:27])[CH2:15][CH2:14][CH2:13]3)=[N:8][C:3]([O:2][CH3:1])=[CH:4][CH:5]=1. Given the reactants [CH3:1][O:2][C:3]1[N:8]=[C:7]([NH:9][C:10]2[CH:11]=[C:12]3[C:17](=[CH:18][CH:19]=2)[CH:16]([CH2:20][NH:21][C:22](=[O:28])[O:23][C:24]([CH3:27])([CH3:26])[CH3:25])[CH2:15][CH2:14][CH2:13]3)[C:6]([N+:29]([O-])=O)=[CH:5][CH:4]=1, predict the reaction product. (3) Given the reactants [Br:1][C:2]1[CH:3]=[C:4]([OH:8])[CH:5]=[CH:6][CH:7]=1.C(=O)([O-])[O-].[K+].[K+].[I-].[K+].[C:17]([O:21][C:22](=[O:27])[NH:23][CH2:24][CH2:25]Br)([CH3:20])([CH3:19])[CH3:18], predict the reaction product. The product is: [Br:1][C:2]1[CH:3]=[C:4]([CH:5]=[CH:6][CH:7]=1)[O:8][CH2:25][CH2:24][NH:23][C:22](=[O:27])[O:21][C:17]([CH3:20])([CH3:19])[CH3:18]. (4) Given the reactants [Cl:1][C:2]1[C:11]2[N:10]=[C:9]([CH3:12])[C:8]([S:13][C:14]3[CH:19]=[CH:18][C:17]([Cl:20])=[CH:16][CH:15]=3)=[C:7]([CH3:21])[C:6]=2[C:5]([OH:22])=[CH:4][CH:3]=1.C(=O)([O-])[O-].[K+].[K+].[CH3:29][O:30][C:31](=[O:34])[CH2:32]Br, predict the reaction product. The product is: [CH3:29][O:30][C:31](=[O:34])[CH2:32][O:22][C:5]1[CH:4]=[CH:3][C:2]([Cl:1])=[C:11]2[C:6]=1[C:7]([CH3:21])=[C:8]([S:13][C:14]1[CH:19]=[CH:18][C:17]([Cl:20])=[CH:16][CH:15]=1)[C:9]([CH3:12])=[N:10]2. (5) Given the reactants [Cl:1][C:2]1[C:12]2[CH2:11][CH2:10][CH2:9][C:8]([C:13]3[CH:18]=[CH:17][C:16]([F:19])=[C:15]([O:20][CH3:21])[CH:14]=3)=[C:7]([C:22]#[C:23][CH2:24][CH2:25][CH2:26][CH2:27][OH:28])[C:6]=2[CH:5]=[CH:4][C:3]=1[O:29][CH3:30].[OH-].[K+], predict the reaction product. The product is: [Cl:1][C:2]1[C:12]2[CH2:11][CH2:10][CH2:9][C:8]([C:13]3[CH:18]=[CH:17][C:16]([F:19])=[C:15]([O:20][CH3:21])[CH:14]=3)=[C:7]([CH2:22][CH2:23][CH2:24][CH2:25][CH2:26][CH2:27][OH:28])[C:6]=2[CH:5]=[CH:4][C:3]=1[O:29][CH3:30]. (6) Given the reactants [CH3:1][O:2][C:3]1[CH:12]=[C:11]2[C:6]([N:7]=[CH:8][C:9](=[O:13])[NH:10]2)=[CH:5][CH:4]=1.[CH3:14][O:15][C:16](=[O:27])[C:17](=[CH2:26])[NH:18][C:19]([O:21][C:22]([CH3:25])([CH3:24])[CH3:23])=[O:20], predict the reaction product. The product is: [CH3:14][O:15][C:16](=[O:27])[CH:17]([NH:18][C:19]([O:21][C:22]([CH3:25])([CH3:24])[CH3:23])=[O:20])[CH2:26][N:10]1[C:11]2[C:6](=[CH:5][CH:4]=[C:3]([O:2][CH3:1])[CH:12]=2)[N:7]=[CH:8][C:9]1=[O:13]. (7) Given the reactants Cl[C:2]1[N:7]=[C:6]([C@@H:8]([NH:18][C:19](=[O:36])[CH2:20][N:21]2[C:25]3[C:26]([F:31])([F:30])[C@@H:27]4[CH2:29][C@@H:28]4[C:24]=3[C:23]([C:32]([F:35])([F:34])[F:33])=[N:22]2)[CH2:9][C:10]2[CH:15]=[C:14]([F:16])[CH:13]=[C:12]([F:17])[CH:11]=2)[C:5]([C:37]2[CH:38]=[CH:39][C:40]([Cl:52])=[C:41]3[C:45]=2[N:44]([CH3:46])[N:43]=[C:42]3[NH:47][S:48]([CH3:51])(=[O:50])=[O:49])=[CH:4][CH:3]=1.[C:53]([CH:55]1[CH2:59][CH2:58][CH2:57][N:56]1[C:60]([O:62][C:63]([CH3:66])([CH3:65])[CH3:64])=[O:61])#[CH:54].C(NCC)C, predict the reaction product. The product is: [Cl:52][C:40]1[CH:39]=[CH:38][C:37]([C:5]2[CH:4]=[CH:3][C:2]([C:54]#[C:53][CH:55]3[CH2:59][CH2:58][CH2:57][N:56]3[C:60]([O:62][C:63]([CH3:66])([CH3:65])[CH3:64])=[O:61])=[N:7][C:6]=2[C@@H:8]([NH:18][C:19](=[O:36])[CH2:20][N:21]2[C:25]3[C:26]([F:31])([F:30])[C@@H:27]4[CH2:29][C@@H:28]4[C:24]=3[C:23]([C:32]([F:35])([F:33])[F:34])=[N:22]2)[CH2:9][C:10]2[CH:11]=[C:12]([F:17])[CH:13]=[C:14]([F:16])[CH:15]=2)=[C:45]2[C:41]=1[C:42]([NH:47][S:48]([CH3:51])(=[O:50])=[O:49])=[N:43][N:44]2[CH3:46].